This data is from Catalyst prediction with 721,799 reactions and 888 catalyst types from USPTO. The task is: Predict which catalyst facilitates the given reaction. (1) Reactant: [NH2:1][C:2]1[C:6]([C:7]([OH:9])=[O:8])=[CH:5][NH:4][N:3]=1.[Br:10][CH:11]([CH:14]=O)[CH:12]=O. Product: [Br:10][C:11]1[CH:12]=[N:1][C:2]2[N:3]([N:4]=[CH:5][C:6]=2[C:7]([OH:9])=[O:8])[CH:14]=1. The catalyst class is: 212. (2) Reactant: [Cl:1][C:2]1[CH:7]=[CH:6][C:5]([S:8]([N:11]2[CH2:16][CH2:15][C:14]3=[N:17][NH:18][CH:19]=[C:13]3[CH:12]2[CH2:20][OH:21])(=[O:10])=[O:9])=[CH:4][CH:3]=1.C([O-])(O)=O.[Na+].CC(OI1(OC(C)=O)(OC(C)=O)OC(=O)C2C=CC=CC1=2)=O. Product: [Cl:1][C:2]1[CH:3]=[CH:4][C:5]([S:8]([N:11]2[CH2:16][CH2:15][C:14]3=[N:17][NH:18][CH:19]=[C:13]3[CH:12]2[CH:20]=[O:21])(=[O:9])=[O:10])=[CH:6][CH:7]=1. The catalyst class is: 2. (3) Reactant: [F:1][C:2]1[CH:7]=[CH:6][C:5]([CH2:8][CH2:9][C:10]([O:12][CH3:13])=[O:11])=[C:4]([O:14][CH2:15][C@@H:16]2[CH2:18][O:17]2)[CH:3]=1.[Cl:19][C:20]1[CH:33]=[CH:32][C:23]([CH2:24][N:25]2[CH2:30][CH2:29][CH:28]([NH2:31])[CH2:27][CH2:26]2)=[CH:22][CH:21]=1. Product: [Cl:19][C:20]1[CH:21]=[CH:22][C:23]([CH2:24][N:25]2[CH2:26][CH2:27][CH:28]([NH:31][CH2:18][C@H:16]([OH:17])[CH2:15][O:14][C:4]3[CH:3]=[C:2]([F:1])[CH:7]=[CH:6][C:5]=3[CH2:8][CH2:9][C:10]([O:12][CH3:13])=[O:11])[CH2:29][CH2:30]2)=[CH:32][CH:33]=1. The catalyst class is: 5. (4) Reactant: [CH3:1][O:2][CH2:3][C:4]1[C:9](Br)=[CH:8][CH:7]=[CH:6][C:5]=1[N:11]1[C:15](=[O:16])[N:14]([CH3:17])[N:13]=[N:12]1.[CH3:18]B(O)O.[F-].[Cs+]. Product: [CH3:1][O:2][CH2:3][C:4]1[C:9]([CH3:18])=[CH:8][CH:7]=[CH:6][C:5]=1[N:11]1[C:15](=[O:16])[N:14]([CH3:17])[N:13]=[N:12]1. The catalyst class is: 12. (5) Reactant: [C:1]([CH2:4][C:5]1[C:6]([C:10]([OH:12])=[O:11])=[CH:7][S:8][CH:9]=1)([OH:3])=O.C(Cl)(=O)C. Product: [CH:9]1[S:8][CH:7]=[C:6]2[C:5]=1[CH2:4][C:1](=[O:3])[O:12][C:10]2=[O:11]. The catalyst class is: 12. (6) Reactant: [OH:1][CH2:2][CH:3]1[CH2:8][CH2:7][N:6]([C:9]([O:11][C:12]([CH3:15])([CH3:14])[CH3:13])=[O:10])[CH2:5][CH2:4]1.[H-].[Na+].[Cl:18][C:19]1[N:20]=[N:21][C:22](Cl)=[CH:23][CH:24]=1.O. Product: [Cl:18][C:19]1[N:20]=[N:21][C:22]([O:1][CH2:2][CH:3]2[CH2:8][CH2:7][N:6]([C:9]([O:11][C:12]([CH3:15])([CH3:14])[CH3:13])=[O:10])[CH2:5][CH2:4]2)=[CH:23][CH:24]=1. The catalyst class is: 3. (7) The catalyst class is: 123. Product: [NH2:14][C:10]1[CH:11]=[CH:12][C:13]2[N:5]([S:2]([CH3:1])(=[O:4])=[O:3])[CH:6]3[CH2:20][CH2:19][N:18]([C:21]([O:23][C:24]([CH3:27])([CH3:26])[CH3:25])=[O:22])[CH2:17][CH:7]3[C:8]=2[CH:9]=1. Reactant: [CH3:1][S:2]([N:5]1[C:13]2[CH:12]=[CH:11][C:10]([N+:14]([O-])=O)=[CH:9][C:8]=2[CH:7]2[CH2:17][N:18]([C:21]([O:23][C:24]([CH3:27])([CH3:26])[CH3:25])=[O:22])[CH2:19][CH2:20][CH:6]12)(=[O:4])=[O:3]. (8) Reactant: [CH3:1][S:2]([O:5][CH2:6][C:7]([C:21]1[CH:26]=[CH:25][CH:24]=[C:23]([Br:27])[CH:22]=1)([C:14]1[CH:19]=[CH:18][CH:17]=[C:16]([Br:20])[CH:15]=1)[CH2:8]OS(C)(=O)=O)(=[O:4])=[O:3].CN1C(=O)N(C)CCC1.[N-:37]=[N+:38]=[N-:39].[Na+]. Product: [CH3:1][S:2]([O:5][CH2:6][C:7]([C:21]1[CH:26]=[CH:25][CH:24]=[C:23]([Br:27])[CH:22]=1)([C:14]1[CH:19]=[CH:18][CH:17]=[C:16]([Br:20])[CH:15]=1)[CH2:8][N:37]=[N+:38]=[N-:39])(=[O:4])=[O:3]. The catalyst class is: 25. (9) The catalyst class is: 96. Reactant: [NH2:1][CH:2]1[C:9](=[O:10])[N:8]2[CH:3]1[S:4][CH2:5][C:6]([CH3:27])=[C:7]2[C:11]([O:13][CH:14]([C:21]1[CH:26]=[CH:25][CH:24]=[CH:23][CH:22]=1)[C:15]1[CH:20]=[CH:19][CH:18]=[CH:17][CH:16]=1)=[O:12].[C:28]([O:32][C:33]([NH:35][C:36]1[S:37][C:38]([Cl:66])=[C:39]([C:41](=[N:45][O:46][C:47]([C:60]2[CH:65]=[CH:64][CH:63]=[CH:62][CH:61]=2)([C:54]2[CH:59]=[CH:58][CH:57]=[CH:56][CH:55]=2)[C:48]2[CH:53]=[CH:52][CH:51]=[CH:50][CH:49]=2)[C:42](O)=[O:43])[N:40]=1)=[O:34])([CH3:31])([CH3:30])[CH3:29].N1C=CC=CC=1.P(Cl)(Cl)(OCl)=O. Product: [C:28]([O:32][C:33]([NH:35][C:36]1[S:37][C:38]([Cl:66])=[C:39]([C:41](=[N:45][O:46][C:47]([C:48]2[CH:49]=[CH:50][CH:51]=[CH:52][CH:53]=2)([C:60]2[CH:65]=[CH:64][CH:63]=[CH:62][CH:61]=2)[C:54]2[CH:55]=[CH:56][CH:57]=[CH:58][CH:59]=2)[C:42]([NH:1][C@@H:2]2[C:9](=[O:10])[N:8]3[C@@H:3]2[S:4][CH2:5][C:6]([CH3:27])=[C:7]3[C:11]([O:13][CH:14]([C:21]2[CH:26]=[CH:25][CH:24]=[CH:23][CH:22]=2)[C:15]2[CH:20]=[CH:19][CH:18]=[CH:17][CH:16]=2)=[O:12])=[O:43])[N:40]=1)=[O:34])([CH3:31])([CH3:29])[CH3:30]. (10) Reactant: [NH2:1][C:2]1[N:7]=[C:6]([N:8]2[C@H:13]([CH3:14])[CH2:12][O:11][C@H:10]([CH2:15][OH:16])[CH2:9]2)[CH:5]=[C:4]([Cl:17])[N:3]=1.CCN(C(C)C)C(C)C.[C:27]1([N:33]=[C:34]=[O:35])[CH:32]=[CH:31][CH:30]=[CH:29][CH:28]=1. Product: [C:27]1([NH:33][C:34](=[O:35])[O:16][CH2:15][C@H:10]2[O:11][CH2:12][C@@H:13]([CH3:14])[N:8]([C:6]3[CH:5]=[C:4]([Cl:17])[N:3]=[C:2]([NH2:1])[N:7]=3)[CH2:9]2)[CH:32]=[CH:31][CH:30]=[CH:29][CH:28]=1. The catalyst class is: 22.